Dataset: Full USPTO retrosynthesis dataset with 1.9M reactions from patents (1976-2016). Task: Predict the reactants needed to synthesize the given product. (1) The reactants are: [OH:1][C:2]1[C:3]([C:13](O)=[O:14])=[CH:4][C:5]2[C:10]([CH:11]=1)=[C:9]([OH:12])[CH:8]=[CH:7][CH:6]=2.CSC.B.C(OCC)(=O)C. Given the product [OH:14][CH2:13][C:3]1[CH:4]=[C:5]2[C:10](=[CH:11][C:2]=1[OH:1])[C:9]([OH:12])=[CH:8][CH:7]=[CH:6]2, predict the reactants needed to synthesize it. (2) Given the product [C:19]([C:2]1[CH:3]=[CH:4][C:5]2[N:6]([C:8]([C:11]3[S:15][C:14]([C:16](=[O:18])[CH3:17])=[CH:13][CH:12]=3)=[CH:9][N:10]=2)[N:7]=1)#[C:20][CH2:21][CH2:22][CH3:23], predict the reactants needed to synthesize it. The reactants are: Cl[C:2]1[CH:3]=[CH:4][C:5]2[N:6]([C:8]([C:11]3[S:15][C:14]([C:16](=[O:18])[CH3:17])=[CH:13][CH:12]=3)=[CH:9][N:10]=2)[N:7]=1.[CH:19]#[C:20][CH2:21][CH2:22][CH3:23].N#N. (3) Given the product [Cl:31][C:29]1[CH:28]=[C:25]([CH:24]=[C:23]([NH:22][CH2:2][C:40]2[CH:39]=[CH:36][C:35]([O:34][C:33]([F:32])([F:43])[F:44])=[CH:42][CH:41]=2)[CH:30]=1)[C:26]#[N:27], predict the reactants needed to synthesize it. The reactants are: O1C2C=CC(CNC3C=C(C=CC=3F)C#N)=CC=2OC[CH2:2]1.[NH2:22][C:23]1[CH:24]=[C:25]([CH:28]=[C:29]([Cl:31])[CH:30]=1)[C:26]#[N:27].[F:32][C:33]([F:44])([F:43])[O:34][C:35]1[CH:42]=[CH:41][CH:40]=[CH:39][C:36]=1C=O. (4) Given the product [CH:5]1[CH:6]=[N:1][CH:2]=[C:3]([CH2:7][C:8]([P:9]([O-:11])([OH:12])=[O:10])([P:13]([OH:16])([OH:15])=[O:14])[OH:17])[CH:4]=1.[CH:5]1[CH:6]=[N:1][CH:2]=[C:3]([CH2:7][C:8]([P:9]([O-:11])([OH:12])=[O:10])([P:13]([OH:16])([OH:15])=[O:14])[OH:17])[CH:4]=1.[OH2:18].[OH2:10].[OH2:10].[OH2:10].[OH2:10].[Na+:19].[Na+:19], predict the reactants needed to synthesize it. The reactants are: [N:1]1[CH:6]=[CH:5][CH:4]=[C:3]([CH2:7][C:8]([OH:17])([P:13]([OH:16])(=[O:15])[OH:14])[P:9]([OH:12])(=[O:11])[OH:10])[CH:2]=1.[OH-:18].[Na+:19].